Dataset: Forward reaction prediction with 1.9M reactions from USPTO patents (1976-2016). Task: Predict the product of the given reaction. (1) Given the reactants Br[C:2]1[C:3]2[N:4]([N:8]=[C:9]([NH:11][C:12]3[CH:17]=[CH:16][C:15]([O:18][CH3:19])=[CH:14][CH:13]=3)[N:10]=2)[CH:5]=[CH:6][CH:7]=1.[CH3:20][S:21]([N:24]1[CH2:29][CH2:28][NH:27][CH2:26][CH2:25]1)(=[O:23])=[O:22], predict the reaction product. The product is: [CH3:20][S:21]([N:24]1[CH2:29][CH2:28][N:27]([C:2]2[C:3]3[N:4]([N:8]=[C:9]([NH:11][C:12]4[CH:17]=[CH:16][C:15]([O:18][CH3:19])=[CH:14][CH:13]=4)[N:10]=3)[CH:5]=[CH:6][CH:7]=2)[CH2:26][CH2:25]1)(=[O:23])=[O:22]. (2) Given the reactants C([O:8][NH:9][C:10](=[O:42])[C@@:11]([CH3:41])([N:16]([CH3:40])[C:17]([C:19]1[CH:24]=[CH:23][C:22]([C:25]2[CH:30]=[CH:29][C:28]([O:31][CH2:32][CH2:33][N:34]3[CH2:39][CH2:38][O:37][CH2:36][CH2:35]3)=[CH:27][CH:26]=2)=[CH:21][CH:20]=1)=[O:18])[C:12]([NH:14][CH3:15])=[O:13])C1C=CC=CC=1.[H][H], predict the reaction product. The product is: [OH:8][NH:9][C:10](=[O:42])[C@@:11]([CH3:41])([N:16]([CH3:40])[C:17]([C:19]1[CH:20]=[CH:21][C:22]([C:25]2[CH:30]=[CH:29][C:28]([O:31][CH2:32][CH2:33][N:34]3[CH2:35][CH2:36][O:37][CH2:38][CH2:39]3)=[CH:27][CH:26]=2)=[CH:23][CH:24]=1)=[O:18])[C:12]([NH:14][CH3:15])=[O:13]. (3) The product is: [CH3:17][C:16]([O:15][C:13]([NH:20][CH2:21][CH2:22][N:1]1[CH2:6][CH2:5][S:4](=[O:7])(=[O:8])[CH2:3][CH:2]1[C:9]([O:11][CH3:12])=[O:10])=[O:14])([CH3:19])[CH3:18]. Given the reactants [NH:1]1[CH2:6][CH2:5][S:4](=[O:8])(=[O:7])[CH2:3][CH:2]1[C:9]([O:11][CH3:12])=[O:10].[C:13]([NH:20][CH2:21][CH:22]=O)([O:15][C:16]([CH3:19])([CH3:18])[CH3:17])=[O:14].C(O)(=O)C.C(O[BH-](OC(=O)C)OC(=O)C)(=O)C.[Na+], predict the reaction product. (4) Given the reactants [CH3:1][O:2][C:3](=[O:16])[CH:4]=[CH:5][C:6]1[CH:11]=[CH:10][CH:9]=[C:8]([S:12](Cl)(=[O:14])=[O:13])[CH:7]=1.[C:17]1([CH2:27][NH2:28])[C:26]2[C:21](=[CH:22][CH:23]=[CH:24][CH:25]=2)[CH:20]=[CH:19][CH:18]=1.C([O-])(O)=O.[Na+], predict the reaction product. The product is: [CH3:1][O:2][C:3](=[O:16])[CH:4]=[CH:5][C:6]1[CH:11]=[CH:10][CH:9]=[C:8]([S:12](=[O:14])(=[O:13])[NH:28][CH2:27][C:17]2[C:26]3[C:21](=[CH:22][CH:23]=[CH:24][CH:25]=3)[CH:20]=[CH:19][CH:18]=2)[CH:7]=1. (5) Given the reactants [F:1][C:2]([F:6])([F:5])[CH2:3][OH:4].[H-].[Na+].Cl[C:10]1[N:11]=[C:12]([N:28]2[CH2:32][CH2:31][C@H:30]([OH:33])[CH2:29]2)[C:13]2[N:18]=[N:17][N:16]([CH2:19][C:20]3[CH:25]=[CH:24][C:23]([O:26][CH3:27])=[CH:22][CH:21]=3)[C:14]=2[N:15]=1.Cl, predict the reaction product. The product is: [CH3:27][O:26][C:23]1[CH:22]=[CH:21][C:20]([CH2:19][N:16]2[C:14]3[N:15]=[C:10]([O:4][CH2:3][C:2]([F:6])([F:5])[F:1])[N:11]=[C:12]([N:28]4[CH2:32][CH2:31][C@H:30]([OH:33])[CH2:29]4)[C:13]=3[N:18]=[N:17]2)=[CH:25][CH:24]=1. (6) Given the reactants [C:1]([O:5][C:6](=[O:25])[NH:7][C:8]1[CH:13]=[C:12]([N:14]2[CH2:19][CH2:18][S:17][CH2:16][CH2:15]2)[C:11]([C:20]([F:23])([F:22])[F:21])=[CH:10][C:9]=1[NH2:24])([CH3:4])([CH3:3])[CH3:2].C([O:30][C:31](=O)[CH2:32][C:33]([C:35]1[CH:40]=[CH:39][CH:38]=[C:37]([C:41]2[O:45][N:44]=[C:43]([CH3:46])[CH:42]=2)[CH:36]=1)=[O:34])(C)(C)C, predict the reaction product. The product is: [C:1]([O:5][C:6](=[O:25])[NH:7][C:8]1[CH:13]=[C:12]([N:14]2[CH2:15][CH2:16][S:17][CH2:18][CH2:19]2)[C:11]([C:20]([F:21])([F:22])[F:23])=[CH:10][C:9]=1[NH:24][C:31](=[O:30])[CH2:32][C:33]([C:35]1[CH:40]=[CH:39][CH:38]=[C:37]([C:41]2[O:45][N:44]=[C:43]([CH3:46])[CH:42]=2)[CH:36]=1)=[O:34])([CH3:4])([CH3:2])[CH3:3]. (7) Given the reactants [OH:1][CH2:2][CH2:3][O:4][C:5]1[C:10]([CH3:11])=[CH:9][C:8]([C:12]2[N:21]([C:22]3[CH:27]=[CH:26][C:25]([NH:28]C(=O)C)=[CH:24][CH:23]=3)[C:20](=[O:32])[C:19]3[C:14](=[CH:15][CH:16]=[CH:17][CH:18]=3)[N:13]=2)=[CH:7][C:6]=1[CH3:33], predict the reaction product. The product is: [NH2:28][C:25]1[CH:26]=[CH:27][C:22]([N:21]2[C:20](=[O:32])[C:19]3[C:14](=[CH:15][CH:16]=[CH:17][CH:18]=3)[N:13]=[C:12]2[C:8]2[CH:7]=[C:6]([CH3:33])[C:5]([O:4][CH2:3][CH2:2][OH:1])=[C:10]([CH3:11])[CH:9]=2)=[CH:23][CH:24]=1.